Dataset: Forward reaction prediction with 1.9M reactions from USPTO patents (1976-2016). Task: Predict the product of the given reaction. (1) Given the reactants [Cl:1][C:2]1[C:3](F)=[C:4]([CH:23]=[C:24]([F:27])[C:25]=1[F:26])[C:5]([C:7](=[CH:13][NH:14][C:15]1[CH:20]=[CH:19][C:18]([CH2:21][OH:22])=[CH:17][CH:16]=1)[C:8]([O:10][CH2:11][CH3:12])=[O:9])=[O:6].C([O-])([O-])=O.[K+].[K+].C1OCCOCCOCCOCCOCCOC1, predict the reaction product. The product is: [Cl:1][C:2]1[C:25]([F:26])=[C:24]([F:27])[CH:23]=[C:4]2[C:3]=1[N:14]([C:15]1[CH:20]=[CH:19][C:18]([CH2:21][OH:22])=[CH:17][CH:16]=1)[CH:13]=[C:7]([C:8]([O:10][CH2:11][CH3:12])=[O:9])[C:5]2=[O:6]. (2) Given the reactants [OH:1][C:2]1[C:11]2[C:10](=[O:12])[C:9]([O:13][CH3:14])=[CH:8][C:7](=[O:15])[C:6]=2[C:5]([OH:16])=[C:4]2[C:17](=[O:37])[C@:18]3([C:32]4[C:31]([OH:33])=[C:30]5[C:25]([CH:26]=[C:27]([CH:35]=O)[NH:28][C:29]5=[O:34])=[CH:24][C:23]=4[CH2:22][CH2:21]3)[C:19](=[O:20])[C:3]=12.[Cl-].[CH2:39]([O:46][NH3+:47])[C:40]1[CH:45]=[CH:44][CH:43]=[CH:42][CH:41]=1.N1C=CC=CC=1.O, predict the reaction product. The product is: [CH2:39]([O:46][N:47]=[CH:35][C:27]1[NH:28][C:29](=[O:34])[C:30]2[C:25]([CH:26]=1)=[CH:24][C:23]1[CH2:22][CH2:21][C@@:18]3([C:17](=[O:37])[C:4]4=[C:5]([OH:16])[C:6]5[C:7](=[O:15])[CH:8]=[C:9]([O:13][CH3:14])[C:10](=[O:12])[C:11]=5[C:2]([OH:1])=[C:3]4[C:19]3=[O:20])[C:32]=1[C:31]=2[OH:33])[C:40]1[CH:45]=[CH:44][CH:43]=[CH:42][CH:41]=1.